Dataset: Catalyst prediction with 721,799 reactions and 888 catalyst types from USPTO. Task: Predict which catalyst facilitates the given reaction. (1) Reactant: [F:1][C:2]([F:31])([F:30])[C:3]1[CH:4]=[C:5]([C@H:13]2[O:17][C:16](=[O:18])[N:15]([CH2:19][C:20]3[C:25]([Br:26])=[CH:24][N:23]=[C:22](SC)[N:21]=3)[C@H:14]2[CH3:29])[CH:6]=[C:7]([C:9]([F:12])([F:11])[F:10])[CH:8]=1.[S:32]([O-:37])(O[O-])(=O)=[O:33].[K+].[K+].[CH3:40]OC(C)(C)C. Product: [F:12][C:9]([F:10])([F:11])[C:7]1[CH:6]=[C:5]([C@H:13]2[O:17][C:16](=[O:18])[N:15]([CH2:19][C:20]3[C:25]([Br:26])=[CH:24][N:23]=[C:22]([S:32]([CH3:40])(=[O:37])=[O:33])[N:21]=3)[C@H:14]2[CH3:29])[CH:4]=[C:3]([C:2]([F:1])([F:31])[F:30])[CH:8]=1. The catalyst class is: 47. (2) Product: [Br:6][C:7]1[N:12]=[C:11]([O:13][CH3:14])[C:10]([N:15]2[CH:18]=[C:19]([CH3:20])[N:5]=[CH:16]2)=[CH:9][CH:8]=1. Reactant: C([O-])(=O)C.[NH4+:5].[Br:6][C:7]1[N:12]=[C:11]([O:13][CH3:14])[C:10]([N:15]([CH2:18][C:19](=O)[CH3:20])[CH:16]=O)=[CH:9][CH:8]=1.C(OCC)(=O)C.N. The catalyst class is: 15. (3) Reactant: Br[C:2]1[CH:3]=[CH:4][C:5]2[N:6]([C:8]([C:11]#[N:12])=[CH:9][N:10]=2)[CH:7]=1.[CH3:13][O:14][C:15]1[C:20]([NH:21][S:22]([CH3:25])(=[O:24])=[O:23])=[CH:19][C:18](B2OC(C)(C)C(C)(C)O2)=[CH:17][N:16]=1.C([O-])([O-])=O.[Na+].[Na+]. Product: [C:11]([C:8]1[N:6]2[CH:7]=[C:2]([C:18]3[CH:19]=[C:20]([NH:21][S:22]([CH3:25])(=[O:23])=[O:24])[C:15]([O:14][CH3:13])=[N:16][CH:17]=3)[CH:3]=[CH:4][C:5]2=[N:10][CH:9]=1)#[N:12]. The catalyst class is: 117. (4) Reactant: [N+:1]([C:4]1[CH:9]=[CH:8][C:7]([CH2:10][C:11]([O:13][CH2:14][CH3:15])=[O:12])=[CH:6][C:5]=1[O:16][CH2:17][C:18]([F:21])([F:20])[F:19])([O-:3])=[O:2].[H-].[Na+].[CH:24]1([CH2:27]Br)[CH2:26][CH2:25]1.[NH4+].[Cl-]. Product: [CH:24]1([CH2:27][CH:10]([C:7]2[CH:8]=[CH:9][C:4]([N+:1]([O-:3])=[O:2])=[C:5]([O:16][CH2:17][C:18]([F:19])([F:20])[F:21])[CH:6]=2)[C:11]([O:13][CH2:14][CH3:15])=[O:12])[CH2:26][CH2:25]1. The catalyst class is: 3. (5) Reactant: [C:1]([O:5][C:6]([C:8]1[CH:13]=[CH:12][C:11]([C:14]([OH:26])([C:20]2[CH:25]=[CH:24][CH:23]=[CH:22][CH:21]=2)[C:15]([O:17]CC)=[O:16])=[CH:10][CH:9]=1)=[O:7])([CH3:4])([CH3:3])[CH3:2].[OH-].[Na+]. Product: [C:1]([O:5][C:6]([C:8]1[CH:13]=[CH:12][C:11]([C:14]([OH:26])([C:20]2[CH:21]=[CH:22][CH:23]=[CH:24][CH:25]=2)[C:15]([OH:17])=[O:16])=[CH:10][CH:9]=1)=[O:7])([CH3:4])([CH3:2])[CH3:3]. The catalyst class is: 5.